Dataset: Full USPTO retrosynthesis dataset with 1.9M reactions from patents (1976-2016). Task: Predict the reactants needed to synthesize the given product. (1) Given the product [Br:1][C:2]1[CH:7]=[CH:6][C:5]([NH:8][C:9]2[C:10]3[CH:15]=[CH:14][C:13]([C:16]([F:19])([F:18])[F:17])=[CH:12][C:11]=3[O:22][N:21]=2)=[CH:4][CH:3]=1, predict the reactants needed to synthesize it. The reactants are: [Br:1][C:2]1[CH:7]=[CH:6][C:5]([NH:8][C:9](=[N:21][OH:22])[C:10]2[CH:15]=[CH:14][C:13]([C:16]([F:19])([F:18])[F:17])=[CH:12][C:11]=2F)=[CH:4][CH:3]=1.CC(C)([O-])C.[K+]. (2) Given the product [CH2:1]([N:8]([CH2:21][CH2:22][CH2:23][CH2:24][CH2:25][CH3:26])[C:9](=[O:20])[CH2:10][C:11]1[CH:16]=[CH:15][C:14]([O:17][CH2:36][C:31]2[CH:32]=[CH:33][CH:34]=[CH:35][C:30]=2[C:29]([O:28][CH3:27])=[O:38])=[C:13]([O:18][CH3:19])[CH:12]=1)[C:2]1[CH:7]=[CH:6][CH:5]=[CH:4][CH:3]=1, predict the reactants needed to synthesize it. The reactants are: [CH2:1]([N:8]([CH2:21][CH2:22][CH2:23][CH2:24][CH2:25][CH3:26])[C:9](=[O:20])[CH2:10][C:11]1[CH:16]=[CH:15][C:14]([OH:17])=[C:13]([O:18][CH3:19])[CH:12]=1)[C:2]1[CH:7]=[CH:6][CH:5]=[CH:4][CH:3]=1.[CH3:27][O:28][C:29](=[O:38])[C:30]1[CH:35]=[CH:34][CH:33]=[CH:32][C:31]=1[CH2:36]Br.C(=O)([O-])[O-].[K+].[K+]. (3) Given the product [CH3:30][NH:31][C:26]([C:24]1[S:25][C:21]([C:19]2[O:18][N:17]=[C:16]([C:4]3[N:3]=[C:2]([NH2:1])[N:7]=[C:6]([N:8]([CH3:15])[C:9]4[CH:14]=[CH:13][CH:12]=[CH:11][CH:10]=4)[N:5]=3)[N:20]=2)=[CH:22][CH:23]=1)=[O:27], predict the reactants needed to synthesize it. The reactants are: [NH2:1][C:2]1[N:7]=[C:6]([N:8]([CH3:15])[C:9]2[CH:14]=[CH:13][CH:12]=[CH:11][CH:10]=2)[N:5]=[C:4]([C:16]2[N:20]=[C:19]([C:21]3[S:25][C:24]([C:26](O)=[O:27])=[CH:23][CH:22]=3)[O:18][N:17]=2)[N:3]=1.C1N=C[N:31](C(N2C=NC=C2)=O)[CH:30]=1.CN. (4) Given the product [C:23]([S:25][CH2:2][CH2:3][N:4]1[CH2:9][CH2:8][CH2:7][CH:6]([N:10]2[C:21]3=[C:22]4[C:17](=[CH:18][CH:19]=[CH:20]3)[CH:16]=[N:15][CH:14]=[C:13]4[CH2:12][CH2:11]2)[CH2:5]1)(=[O:26])[CH3:24], predict the reactants needed to synthesize it. The reactants are: O[CH2:2][CH2:3][N:4]1[CH2:9][CH2:8][CH2:7][CH:6]([N:10]2[C:21]3=[C:22]4[C:17](=[CH:18][CH:19]=[CH:20]3)[CH:16]=[N:15][CH:14]=[C:13]4[CH2:12][CH2:11]2)[CH2:5]1.[C:23]([OH:26])(=[S:25])[CH3:24].N(C(N(C)C)=O)=NC(N(C)C)=O. (5) Given the product [F:1][C:2]1[C:7]([C:8]2[CH2:12][CH2:11][C:10]([CH3:14])([OH:13])[CH:9]=2)=[CH:6][CH:5]=[CH:4][N:3]=1, predict the reactants needed to synthesize it. The reactants are: [F:1][C:2]1[C:7]([C:8]2[CH2:12][CH2:11][C:10](=[O:13])[CH:9]=2)=[CH:6][CH:5]=[CH:4][N:3]=1.[CH3:14][Mg]Br. (6) Given the product [NH2:1][C:2]1[N:3]=[CH:4][C:5]([C:18]2[CH:19]=[CH:20][C:21]([C:22]([NH:24][CH:25]3[CH2:30][CH2:29][NH:28][C@@H:27]([C:38]([O:40][CH:41]4[CH2:42][CH2:43][CH2:44][CH2:45]4)=[O:39])[CH2:26]3)=[O:23])=[CH:46][CH:47]=2)=[N:6][C:7]=1[NH:8][CH2:9][C:10]1[C:11]([Cl:17])=[CH:12][CH:13]=[CH:14][C:15]=1[Cl:16], predict the reactants needed to synthesize it. The reactants are: [NH2:1][C:2]1[N:3]=[CH:4][C:5]([C:18]2[CH:47]=[CH:46][C:21]([C:22]([NH:24][CH:25]3[CH2:30][CH2:29][N:28](C(OC(C)(C)C)=O)[C@@H:27]([C:38]([O:40][CH:41]4[CH2:45][CH2:44][CH2:43][CH2:42]4)=[O:39])[CH2:26]3)=[O:23])=[CH:20][CH:19]=2)=[N:6][C:7]=1[NH:8][CH2:9][C:10]1[C:15]([Cl:16])=[CH:14][CH:13]=[CH:12][C:11]=1[Cl:17].Cl. (7) Given the product [Cl:1][C:2]1[CH:3]=[C:4]2[C:8](=[CH:9][CH:10]=1)[N:7]([CH:11]1[CH2:16][CH2:15][CH2:14][CH2:13][O:12]1)[N:6]=[C:5]2[CH2:17][N:23]1[C:19](=[O:29])[C:20]2[C:21](=[CH:25][CH:26]=[CH:27][CH:28]=2)[C:22]1=[O:24], predict the reactants needed to synthesize it. The reactants are: [Cl:1][C:2]1[CH:3]=[C:4]2[C:8](=[CH:9][CH:10]=1)[N:7]([CH:11]1[CH2:16][CH2:15][CH2:14][CH2:13][O:12]1)[N:6]=[C:5]2[CH2:17]Cl.[C:19]1(=[O:29])[NH:23][C:22](=[O:24])[C:21]2=[CH:25][CH:26]=[CH:27][CH:28]=[C:20]12.[K].O.